This data is from Full USPTO retrosynthesis dataset with 1.9M reactions from patents (1976-2016). The task is: Predict the reactants needed to synthesize the given product. (1) Given the product [C:1]1([C:16]2[CH:21]=[CH:20][CH:19]=[CH:18][CH:17]=2)[CH:6]=[CH:5][CH:4]=[C:3]([C:7]2([CH2:14][NH:15][C:32](=[O:33])[C:31]3[CH:35]=[CH:36][CH:37]=[C:29]([C:26]4[N:25]=[C:24]([C:23]([F:39])([F:38])[F:22])[O:28][N:27]=4)[CH:30]=3)[CH2:8][CH2:9][N:10]([CH3:13])[CH2:11][CH2:12]2)[CH:2]=1, predict the reactants needed to synthesize it. The reactants are: [C:1]1([C:16]2[CH:21]=[CH:20][CH:19]=[CH:18][CH:17]=2)[CH:6]=[CH:5][CH:4]=[C:3]([C:7]2([CH2:14][NH2:15])[CH2:12][CH2:11][N:10]([CH3:13])[CH2:9][CH2:8]2)[CH:2]=1.[F:22][C:23]([F:39])([F:38])[C:24]1[O:28][N:27]=[C:26]([C:29]2[CH:30]=[C:31]([CH:35]=[CH:36][CH:37]=2)[C:32](O)=[O:33])[N:25]=1. (2) Given the product [F:9][C:8]([F:11])([F:10])[C:4]1[CH:3]=[C:2]([C:12]#[N:13])[CH:7]=[CH:6][N:5]=1, predict the reactants needed to synthesize it. The reactants are: Cl[C:2]1[CH:7]=[CH:6][N:5]=[C:4]([C:8]([F:11])([F:10])[F:9])[CH:3]=1.[CH3:12][N:13](C=O)C. (3) The reactants are: Br[C:2]1[S:3][CH:4]=[C:5]([C:7]([O:9][CH3:10])=[O:8])[N:6]=1.[CH3:11][NH:12][CH2:13][CH2:14][C:15]#[N:16].C(=O)([O-])[O-].[Cs+].[Cs+]. Given the product [C:15]([CH2:14][CH2:13][N:12]([CH3:11])[C:2]1[S:3][CH:4]=[C:5]([C:7]([O:9][CH3:10])=[O:8])[N:6]=1)#[N:16], predict the reactants needed to synthesize it. (4) Given the product [NH2:14][C:13]1[N:12]2[N:15]=[CH:16][C:17]([C:18]3[CH:19]=[CH:20][C:21]([N:24]4[CH2:25][CH2:26][N:27]([CH3:30])[CH2:28][CH2:29]4)=[CH:22][CH:23]=3)=[C:11]2[N:10]=[CH:9][C:8]=1[C:5]1[CH:6]=[CH:7][C:2]([NH:1][C:36](=[O:35])[CH2:37][CH2:44][CH3:45])=[CH:3][CH:4]=1, predict the reactants needed to synthesize it. The reactants are: [NH2:1][C:2]1[CH:7]=[CH:6][C:5]([C:8]2[CH:9]=[N:10][C:11]3[N:12]([N:15]=[CH:16][C:17]=3[C:18]3[CH:23]=[CH:22][C:21]([N:24]4[CH2:29][CH2:28][N:27]([CH3:30])[CH2:26][CH2:25]4)=[CH:20][CH:19]=3)[C:13]=2[NH2:14])=[CH:4][CH:3]=1.[Cl-].C([O:35][CH2:36][CH3:37])(=O)C.C([O-])(O)=O.[Na+].N1C=CC=[CH:45][CH:44]=1.C(Cl)Cl. (5) Given the product [CH3:9][O:8][C:6]1[NH:7][C:30](=[O:31])[C:29]([CH2:28][C:25]2[CH:26]=[CH:27][C:22]([C:17]3[C:16]([C:14]#[N:15])=[CH:21][CH:20]=[CH:19][CH:18]=3)=[CH:23][CH:24]=2)=[C:35]([CH2:36][CH2:37][CH3:38])[N:10]=1, predict the reactants needed to synthesize it. The reactants are: S(O)(O)(=O)=O.[C:6](=[NH:10])([O:8][CH3:9])[NH2:7].C[O-].[Na+].[C:14]([C:16]1[CH:21]=[CH:20][CH:19]=[CH:18][C:17]=1[C:22]1[CH:27]=[CH:26][C:25]([CH2:28][CH:29]([C:35](=O)[CH2:36][CH2:37][CH3:38])[C:30](OCC)=[O:31])=[CH:24][CH:23]=1)#[N:15]. (6) Given the product [C:8]([C:6]1[N:7]=[C:2]([C:19]2[CH2:24][CH2:23][N:22]([C:25]([O:27][C:28]([CH3:31])([CH3:30])[CH3:29])=[O:26])[CH2:21][CH:20]=2)[CH:3]=[CH:4][CH:5]=1)(=[O:9])[NH2:10], predict the reactants needed to synthesize it. The reactants are: Br[C:2]1[N:7]=[C:6]([C:8]([NH2:10])=[O:9])[CH:5]=[CH:4][CH:3]=1.CC1(C)C(C)(C)OB([C:19]2[CH2:24][CH2:23][N:22]([C:25]([O:27][C:28]([CH3:31])([CH3:30])[CH3:29])=[O:26])[CH2:21][CH:20]=2)O1. (7) Given the product [CH2:2]([O:1][C:8]1[CH:9]=[CH:10][C:11]([CH2:14][C:15]([NH:53][C:50]2[CH:51]=[C:52]3[C:47](=[CH:48][CH:49]=2)[NH:46][N:45]=[C:44]3[N:39]2[CH:43]=[CH:42][N:41]=[CH:40]2)=[O:17])=[CH:12][CH:13]=1)[C:7]1[CH:6]=[CH:5][CH:4]=[CH:3][CH:18]=1, predict the reactants needed to synthesize it. The reactants are: [O:1]([C:8]1[CH:13]=[CH:12][C:11]([CH2:14][C:15]([OH:17])=O)=[CH:10][CH:9]=1)[C:2]1[CH:7]=[CH:6][CH:5]=[CH:4][CH:3]=1.[CH2:18](Cl)CCl.C1C=CC2N(O)N=NC=2C=1.CCN(CC)CC.[N:39]1([C:44]2[C:52]3[C:47](=[CH:48][CH:49]=[C:50]([NH2:53])[CH:51]=3)[NH:46][N:45]=2)[CH:43]=[CH:42][N:41]=[CH:40]1. (8) Given the product [Br:1][C:2]1[CH:3]=[C:4]([NH2:16])[C:5]([C:8]2[CH:13]=[CH:12][CH:11]=[CH:10][C:9]=2[O:14][CH3:15])=[N:6][CH:7]=1, predict the reactants needed to synthesize it. The reactants are: [Br:1][C:2]1[CH:3]=[C:4]([N+:16]([O-])=O)[C:5]([C:8]2[CH:13]=[CH:12][CH:11]=[CH:10][C:9]=2[O:14][CH3:15])=[N:6][CH:7]=1.O.O.[Sn](Cl)Cl. (9) Given the product [CH2:2]([O:9][C:10](=[O:11])[NH:12][CH2:13][CH:14]1[CH2:19][CH2:18][CH2:17][N:16]([CH2:28][CH2:27][C:24]2[CH:25]=[CH:26][C:21]([F:20])=[CH:22][CH:23]=2)[CH2:15]1)[C:3]1[CH:4]=[CH:5][CH:6]=[CH:7][CH:8]=1, predict the reactants needed to synthesize it. The reactants are: Cl.[CH2:2]([O:9][C:10]([NH:12][CH2:13][CH:14]1[CH2:19][CH2:18][CH2:17][NH:16][CH2:15]1)=[O:11])[C:3]1[CH:8]=[CH:7][CH:6]=[CH:5][CH:4]=1.[F:20][C:21]1[CH:26]=[CH:25][C:24]([CH2:27][CH2:28]OS(C2C=CC(C)=CC=2)(=O)=O)=[CH:23][CH:22]=1.C(=O)([O-])[O-].[K+].[K+].